This data is from Forward reaction prediction with 1.9M reactions from USPTO patents (1976-2016). The task is: Predict the product of the given reaction. Given the reactants [C:1]([C:5]1[CH:10]=[CH:9][C:8]([CH2:11][C:12]([NH:14][C@@H:15]([C:28]2[N:29]=[N:30][N:31]([C:33]([CH3:37])([CH3:36])[CH2:34]O)[CH:32]=2)[C:16]2[CH:21]=[CH:20][C:19]([O:22][CH2:23][C:24]([F:27])([F:26])[F:25])=[CH:18][N:17]=2)=[O:13])=[CH:7][CH:6]=1)([CH3:4])([CH3:3])[CH3:2].CCN(C(C)C)C(C)C.F.F.F.C(N(CC)C(C)C)(C)C.[F:59]C(F)(S(F)(=O)=O)C(F)(F)C(F)(F)C(F)(F)F, predict the reaction product. The product is: [C:1]([C:5]1[CH:10]=[CH:9][C:8]([CH2:11][C:12]([NH:14][C@@H:15]([C:28]2[N:29]=[N:30][N:31]([C:33]([CH3:37])([CH3:36])[CH2:34][F:59])[CH:32]=2)[C:16]2[CH:21]=[CH:20][C:19]([O:22][CH2:23][C:24]([F:27])([F:25])[F:26])=[CH:18][N:17]=2)=[O:13])=[CH:7][CH:6]=1)([CH3:2])([CH3:4])[CH3:3].